Dataset: Reaction yield outcomes from USPTO patents with 853,638 reactions. Task: Predict the reaction yield, written as a fraction of the theoretical maximum amount of product (1.0 means a 100% yield; for example, 0.34 means a 34% yield). The reactants are [NH2:1][C:2]1[N:24]=[C:23](Cl)[CH:22]=[CH:21][C:3]=1[C:4]([NH:6][CH2:7][C:8]1[CH:12]=[CH:11][N:10]([CH2:13][C:14]2[CH:19]=[CH:18][CH:17]=[C:16]([F:20])[CH:15]=2)[CH:9]=1)=[O:5].[CH3:26][NH2:27]. The catalyst is CS(C)=O.C(N(CC)C(C)C)(C)C.[Cl-].[Na+].O. The product is [NH2:1][C:2]1[N:24]=[C:23]([NH:27][CH3:26])[CH:22]=[CH:21][C:3]=1[C:4]([NH:6][CH2:7][C:8]1[CH:12]=[CH:11][N:10]([CH2:13][C:14]2[CH:19]=[CH:18][CH:17]=[C:16]([F:20])[CH:15]=2)[CH:9]=1)=[O:5]. The yield is 0.150.